Dataset: Catalyst prediction with 721,799 reactions and 888 catalyst types from USPTO. Task: Predict which catalyst facilitates the given reaction. (1) Reactant: [CH3:1][O:2][C:3](=[O:12])[C:4]([C:6]1[CH:11]=[CH:10][CH:9]=[CH:8][CH:7]=1)=[CH2:5].C1C=C(Cl)C=C(C(OO)=[O:21])C=1. Product: [CH3:1][O:2][C:3]([C:4]1([C:6]2[CH:7]=[CH:8][CH:9]=[CH:10][CH:11]=2)[CH2:5][O:21]1)=[O:12]. The catalyst class is: 2. (2) Reactant: [Cl:1][C:2]1[CH:7]=[CH:6][C:5]([N:8]2[C:12](=[O:13])[CH:11]=[C:10]([CH3:14])[NH:9]2)=[CH:4][CH:3]=1.[F:15][C:16]([F:24])([F:23])[C:17](=[O:22])[C:18]([O:20][CH3:21])=[O:19]. Product: [CH3:21][O:20][C:18](=[O:19])[C:17]([OH:22])([C:16]([F:24])([F:23])[F:15])[C:11]1[C:12](=[O:13])[N:8]([C:5]2[CH:4]=[CH:3][C:2]([Cl:1])=[CH:7][CH:6]=2)[NH:9][C:10]=1[CH3:14]. The catalyst class is: 22.